This data is from NCI-60 drug combinations with 297,098 pairs across 59 cell lines. The task is: Regression. Given two drug SMILES strings and cell line genomic features, predict the synergy score measuring deviation from expected non-interaction effect. Drug 1: CN(C)C1=NC(=NC(=N1)N(C)C)N(C)C. Drug 2: CS(=O)(=O)OCCCCOS(=O)(=O)C. Cell line: K-562. Synergy scores: CSS=-0.915, Synergy_ZIP=0.640, Synergy_Bliss=-2.04, Synergy_Loewe=-10.7, Synergy_HSA=-7.20.